Dataset: Full USPTO retrosynthesis dataset with 1.9M reactions from patents (1976-2016). Task: Predict the reactants needed to synthesize the given product. (1) Given the product [CH3:23][O:24][C:25](=[O:33])[C:26]1[CH:31]=[CH:30][C:29]([N:32]2[C:11]([CH3:12])=[CH:10][CH:9]=[C:8]2[C:6]2[CH:7]=[C:2]([Cl:1])[CH:3]=[CH:4][C:5]=2[O:15][CH2:16][C:17]2[CH:22]=[CH:21][CH:20]=[CH:19][CH:18]=2)=[CH:28][CH:27]=1, predict the reactants needed to synthesize it. The reactants are: [Cl:1][C:2]1[CH:3]=[CH:4][C:5]([O:15][CH2:16][C:17]2[CH:22]=[CH:21][CH:20]=[CH:19][CH:18]=2)=[C:6]([C:8](=O)[CH2:9][CH2:10][C:11](=O)[CH3:12])[CH:7]=1.[CH3:23][O:24][C:25](=[O:33])[C:26]1[CH:31]=[CH:30][C:29]([NH2:32])=[CH:28][CH:27]=1.CC1C=CC(S(O)(=O)=O)=CC=1. (2) Given the product [Cl:16][CH2:15][C:13]1[N:1]=[C:2]2[CH:7]=[CH:6][CH:5]=[CH:4][N:3]2[C:11](=[O:10])[CH:12]=1, predict the reactants needed to synthesize it. The reactants are: [NH2:1][C:2]1[CH:7]=[CH:6][CH:5]=[CH:4][N:3]=1.C([O:10][C:11](=O)[CH2:12][C:13]([CH2:15][Cl:16])=O)C. (3) Given the product [OH:13][CH:11]([C:8]1[S:7][C:6]([CH:2]=[O:1])=[N:10][CH:9]=1)[CH3:12], predict the reactants needed to synthesize it. The reactants are: [O:1]1CCO[CH:2]1[C:6]1[S:7][C:8]([CH:11]([OH:13])[CH3:12])=[CH:9][N:10]=1.Cl.C(=O)([O-])O.[Na+]. (4) Given the product [CH3:7][C:8]1[CH:15]=[CH:14][C:11]([CH2:12][O:5][CH2:4][CH2:3][OH:6])=[CH:10][CH:9]=1, predict the reactants needed to synthesize it. The reactants are: [OH-].[K+].[CH2:3]([OH:6])[CH2:4][OH:5].[CH3:7][C:8]1[CH:15]=[CH:14][C:11]([CH2:12]Br)=[CH:10][CH:9]=1. (5) Given the product [CH3:23][N:24]1[C:27]2[CH:43]=[CH:44][CH:45]=[C:46]([NH:47][C:11]([C:8]3[C:6]4[N:7]=[C:2]([Cl:1])[N:3]=[CH:4][C:5]=4[S:10][CH:9]=3)=[O:13])[C:41]=2[N:40]=[CH:25]1, predict the reactants needed to synthesize it. The reactants are: [Cl:1][C:2]1[N:3]=[CH:4][C:5]2[S:10][CH:9]=[C:8]([C:11]([OH:13])=O)[C:6]=2[N:7]=1.C(N(CC)C(C)C)(C)C.[CH3:23][N:24]([CH3:27])[CH:25]=O.C1CN(C(O[N:40]2N=[N:47][C:46]3[C:41]2=C[CH:43]=[CH:44][CH:45]=3)=[N+]2CCCC2)CC1.F[P-](F)(F)(F)(F)F. (6) Given the product [CH3:1][O:2][C:3]1[C:4](=[O:22])[C:5]([C:6]([O:8][CH3:9])=[O:7])=[N:10][N:11]([C:12]2[CH:17]=[CH:16][CH:15]=[C:14]([C:18]([F:21])([F:19])[F:20])[CH:13]=2)[CH:23]=1, predict the reactants needed to synthesize it. The reactants are: [CH3:1][O:2][CH2:3][C:4](=[O:22])[C:5](=[N:10][NH:11][C:12]1[CH:17]=[CH:16][CH:15]=[C:14]([C:18]([F:21])([F:20])[F:19])[CH:13]=1)[C:6]([O:8][CH3:9])=[O:7].[CH3:23]OC(OC)N(C)C. (7) Given the product [C:24]([NH:1][C:2]1[S:6][C:5]([C:7]2[CH:12]=[CH:11][N:10]=[C:9]([NH:13][C:14](=[O:16])[CH3:15])[CH:8]=2)=[N:4][C:3]=1[C:17]1[CH:22]=[CH:21][CH:20]=[CH:19][C:18]=1[Cl:23])(=[O:26])[CH3:25], predict the reactants needed to synthesize it. The reactants are: [NH2:1][C:2]1[S:6][C:5]([C:7]2[CH:12]=[CH:11][N:10]=[C:9]([NH:13][C:14](=[O:16])[CH3:15])[CH:8]=2)=[N:4][C:3]=1[C:17]1[CH:22]=[CH:21][CH:20]=[CH:19][C:18]=1[Cl:23].[C:24](OC(=O)C)(=[O:26])[CH3:25].S(=O)(=O)(O)O. (8) Given the product [CH2:30]([O:32][C:33]([C:35]1[C:44](=[O:45])[C:43]2[C:38](=[CH:39][CH:40]=[C:41]([C:46](=[O:48])[CH3:47])[CH:42]=2)[NH:37][CH:36]=1)=[O:34])[CH3:31].[C:25]([CH2:24][CH2:23][C:35]1[C:44](=[O:45])[C:43]2[C:38](=[CH:39][CH:40]=[C:41]([C:46](=[O:48])[CH2:18][C:12](=[O:60])[C:13]([O:15][CH2:16][CH3:17])=[O:14])[CH:42]=2)[N:37]([CH2:56][C:53]2[CH:54]=[CH:55][C:50]([F:49])=[CH:51][CH:52]=2)[CH:36]=1)([OH:27])=[O:26], predict the reactants needed to synthesize it. The reactants are: NC1C=CC=CC=1.C(OC=[C:12]([C:18](OCC)=O)[C:13]([O:15][CH2:16][CH3:17])=[O:14])C.[C:23]([O-])(=O)[CH2:24][C:25]([O-:27])=[O:26].[CH2:30]([O:32][C:33]([C:35]1[C:44](=[O:45])[C:43]2[C:38](=[CH:39][CH:40]=[C:41]([C:46](=[O:48])[CH3:47])[CH:42]=2)[NH:37][CH:36]=1)=[O:34])[CH3:31].[F:49][C:50]1[CH:55]=[CH:54][C:53]([CH2:56]Br)=[CH:52][CH:51]=1.C(OCC)(=O)C(OCC)=[O:60].[O-]CC.[Na+]. (9) Given the product [Cl:29][C:16]1[N:15]=[C:14]2[S:20][C:11]([S:8]([C:5]3[CH:6]=[CH:7][C:2]([Cl:1])=[CH:3][CH:4]=3)(=[O:10])=[O:9])=[C:12]([C:21]3[CH:26]=[CH:25][C:24]([Cl:27])=[CH:23][CH:22]=3)[C:13]2=[CH:18][CH:17]=1, predict the reactants needed to synthesize it. The reactants are: [Cl:1][C:2]1[CH:7]=[CH:6][C:5]([S:8]([C:11]2[S:20][C:14]3=[N+:15]([O-])[CH:16]=[CH:17][CH:18]=[C:13]3[C:12]=2[C:21]2[CH:26]=[CH:25][C:24]([Cl:27])=[CH:23][CH:22]=2)(=[O:10])=[O:9])=[CH:4][CH:3]=1.O(Cl)[Cl:29].[P+3].[OH-].[Na+].